This data is from Reaction yield outcomes from USPTO patents with 853,638 reactions. The task is: Predict the reaction yield, written as a fraction of the theoretical maximum amount of product (1.0 means a 100% yield; for example, 0.34 means a 34% yield). (1) The reactants are [Br:1][C:2]1[CH:3]=[C:4]2[N:10]=[C:9]([C:11]3[CH:16]=[CH:15][C:14]([OH:17])=[CH:13][CH:12]=3)[NH:8][C:5]2=[N:6][CH:7]=1.[H-].[Na+].[CH2:20]([CH:22]1[O:24][CH2:23]1)Br. The catalyst is CN(C=O)C. The product is [Br:1][C:2]1[CH:3]=[C:4]2[N:10]=[C:9]([C:11]3[CH:12]=[CH:13][C:14]([O:17][CH2:20][CH:22]4[CH2:23][O:24]4)=[CH:15][CH:16]=3)[NH:8][C:5]2=[N:6][CH:7]=1. The yield is 0.230. (2) The reactants are C(OC([N:8]1[CH2:13][CH2:12][N:11]([CH2:14][C:15]2[CH:20]=[CH:19][CH:18]=[CH:17][CH:16]=2)[CH2:10][C:9]1([CH3:22])[CH3:21])=O)(C)(C)C.Cl. The catalyst is CO. The product is [CH2:14]([N:11]1[CH2:12][CH2:13][NH:8][C:9]([CH3:22])([CH3:21])[CH2:10]1)[C:15]1[CH:16]=[CH:17][CH:18]=[CH:19][CH:20]=1. The yield is 0.970. (3) The reactants are [C:1]([C:4]1[C:5]([CH3:15])=[CH:6][C:7]([CH3:14])=[C:8]([CH:13]=1)[C:9]([O:11][CH3:12])=[O:10])(=[S:3])[NH2:2].C(=O)(O)[O-].[Na+].Br[CH:22]1[C:27](=O)[CH2:26][CH2:25][O:24][CH2:23]1. The catalyst is C(O)C. The product is [N:2]1[C:27]2[CH2:26][CH2:25][O:24][CH2:23][C:22]=2[S:3][C:1]=1[C:4]1[C:5]([CH3:15])=[CH:6][C:7]([CH3:14])=[C:8]([CH:13]=1)[C:9]([O:11][CH3:12])=[O:10]. The yield is 0.560. (4) The reactants are [C:1]([CH:3]1[C:8](=O)[CH2:7][CH2:6][N:5]([C:10]([O:12][C:13]([CH3:16])([CH3:15])[CH3:14])=[O:11])[CH2:4]1)#[N:2].[O:17]([C:24]1[CH:29]=[CH:28][C:27]([NH:30][CH2:31][C:32]#[N:33])=[CH:26][CH:25]=1)[C:18]1[CH:23]=[CH:22][CH:21]=[CH:20][CH:19]=1.CC1C=CC(S(O)(=O)=O)=CC=1. The catalyst is C1(C)C=CC=CC=1. The product is [C:1]([C:3]1[CH2:4][N:5]([C:10]([O:12][C:13]([CH3:16])([CH3:15])[CH3:14])=[O:11])[CH2:6][CH2:7][C:8]=1[N:30]([CH2:31][C:32]#[N:33])[C:27]1[CH:26]=[CH:25][C:24]([O:17][C:18]2[CH:23]=[CH:22][CH:21]=[CH:20][CH:19]=2)=[CH:29][CH:28]=1)#[N:2]. The yield is 0.278. (5) The reactants are CS(O[CH2:6][CH2:7][CH2:8][C:9]([CH3:14])([N+:11]([O-:13])=[O:12])[CH3:10])(=O)=O.[I-:15].[Na+].O. The catalyst is CC(C)=O. The product is [CH3:10][C:9]([N+:11]([O-:13])=[O:12])([CH3:14])[CH2:8][CH2:7][CH2:6][I:15]. The yield is 0.996. (6) The reactants are [F:1][C:2]1[C:10]([C:11]2[CH:12]=[N:13][N:14]([CH3:16])[CH:15]=2)=[CH:9][CH:8]=[C:7]2[C:3]=1[CH2:4][CH2:5][NH:6]2.Br[C:18]1[C:22]2[CH2:23][N:24]([C:27](=[O:29])[CH3:28])[CH2:25][CH2:26][C:21]=2[N:20]([CH3:30])[N:19]=1.COC(C)(C)C.C1(P(C2CCCCC2)C2C=CC=CC=2C2C(OC(C)C)=CC=CC=2OC(C)C)CCCCC1.C(O[Na])(C)(C)C. The catalyst is O1CCOCC1. The product is [F:1][C:2]1[C:10]([C:11]2[CH:12]=[N:13][N:14]([CH3:16])[CH:15]=2)=[CH:9][CH:8]=[C:7]2[C:3]=1[CH2:4][CH2:5][N:6]2[C:18]1[C:22]2[CH2:23][N:24]([C:27](=[O:29])[CH3:28])[CH2:25][CH2:26][C:21]=2[N:20]([CH3:30])[N:19]=1. The yield is 0.0300.